The task is: Predict the reactants needed to synthesize the given product.. This data is from Full USPTO retrosynthesis dataset with 1.9M reactions from patents (1976-2016). (1) Given the product [C:19]1([C:23]2[CH:8]=[CH:7][CH:6]=[CH:11][CH:10]=2)[CH:16]=[CH:15][C:14]([C:4]([C:6]2[CH2:7][CH2:8][N:9]([C:12]3[N:13]=[CH:14][CH:15]=[CH:16][N:17]=3)[CH2:10][CH:11]=2)=[O:5])=[CH:21][CH:20]=1, predict the reactants needed to synthesize it. The reactants are: CON(C)[C:4]([C:6]1[CH2:7][CH2:8][N:9]([C:12]2[N:17]=[CH:16][CH:15]=[CH:14][N:13]=2)[CH2:10][CH:11]=1)=[O:5].[CH2:19]1[CH2:23]O[CH2:21][CH2:20]1. (2) Given the product [CH3:1][O:2][C:3]([C:5]1[C:6](=[O:17])[S:7][C:8]2[C:13]([C:14]=1[OH:15])=[CH:12][CH:11]=[C:10]([C:21]1[CH:20]=[C:19]([Cl:18])[CH:24]=[C:23]([Cl:25])[CH:22]=1)[CH:9]=2)=[O:4], predict the reactants needed to synthesize it. The reactants are: [CH3:1][O:2][C:3]([C:5]1[C:6](=[O:17])[S:7][C:8]2[C:13]([C:14]=1[OH:15])=[CH:12][CH:11]=[C:10](Br)[CH:9]=2)=[O:4].[Cl:18][C:19]1[CH:20]=[C:21](B(O)O)[CH:22]=[C:23]([Cl:25])[CH:24]=1. (3) Given the product [C:1]([C:5]1[N:10]=[CH:9][C:8]([C:11]2[N:12]([C:32]([N:49]3[CH2:48][CH2:47][CH:46]([N:42]4[CH2:43][CH2:44][NH:45][C:40](=[O:39])[CH2:41]4)[CH2:51][CH2:50]3)=[O:33])[C@@:13]([C:25]3[CH:30]=[CH:29][C:28]([Cl:31])=[CH:27][CH:26]=3)([CH3:24])[C@@:14]([C:17]3[CH:18]=[CH:19][C:20]([Cl:23])=[CH:21][CH:22]=3)([CH3:16])[N:15]=2)=[C:7]([O:35][CH2:36][CH3:37])[CH:6]=1)([CH3:2])([CH3:3])[CH3:4], predict the reactants needed to synthesize it. The reactants are: [C:1]([C:5]1[N:10]=[CH:9][C:8]([C:11]2[N:12]([C:32](Cl)=[O:33])[C@@:13]([C:25]3[CH:30]=[CH:29][C:28]([Cl:31])=[CH:27][CH:26]=3)([CH3:24])[C@@:14]([C:17]3[CH:22]=[CH:21][C:20]([Cl:23])=[CH:19][CH:18]=3)([CH3:16])[N:15]=2)=[C:7]([O:35][CH2:36][CH3:37])[CH:6]=1)([CH3:4])([CH3:3])[CH3:2].Cl.[O:39]=[C:40]1[NH:45][CH2:44][CH2:43][N:42]([CH:46]2[CH2:51][CH2:50][NH:49][CH2:48][CH2:47]2)[CH2:41]1. (4) Given the product [ClH:2].[ClH:1].[ClH:2].[ClH:2].[NH2:35][C@@H:10]([C:11]1[N:15]2[C:16]([NH:33][CH3:34])=[CH:17][C:18]([C:20]3[CH:25]=[CH:24][N:23]=[C:22]([NH:26][C:27]4[N:31]([CH3:32])[N:30]=[CH:29][CH:28]=4)[N:21]=3)=[CH:19][C:14]2=[N:13][N:12]=1)[CH2:9][C:6]1[CH:7]=[CH:8][C:3]([Cl:2])=[CH:4][CH:5]=1, predict the reactants needed to synthesize it. The reactants are: [ClH:1].[Cl:2][C:3]1[CH:8]=[CH:7][C:6]([CH2:9][C@@H:10]([NH:35]C(=O)OC(C)(C)C)[C:11]2[N:15]3[C:16]([NH:33][CH3:34])=[CH:17][C:18]([C:20]4[CH:25]=[CH:24][N:23]=[C:22]([NH:26][C:27]5[N:31]([CH3:32])[N:30]=[CH:29][CH:28]=5)[N:21]=4)=[CH:19][C:14]3=[N:13][N:12]=2)=[CH:5][CH:4]=1. (5) The reactants are: [C:1]([O:5][C:6]([C@@H:8]1[CH2:12][CH2:11][C:10](=[O:13])[N:9]1[C:14](=[O:23])[C:15]1[CH:20]=[CH:19][CH:18]=[CH:17][C:16]=1[CH2:21]Br)=[O:7])([CH3:4])([CH3:3])[CH3:2].[CH2:24]([O:26][P:27]([O:31]CC)[O:28][CH2:29][CH3:30])[CH3:25]. Given the product [C:1]([O:5][C:6]([C@@H:8]1[CH2:12][CH2:11][C:10](=[O:13])[N:9]1[C:14](=[O:23])[C:15]1[CH:20]=[CH:19][CH:18]=[CH:17][C:16]=1[CH2:21][P:27]([O:28][CH2:29][CH3:30])([O:26][CH2:24][CH3:25])=[O:31])=[O:7])([CH3:4])([CH3:3])[CH3:2], predict the reactants needed to synthesize it. (6) Given the product [Br:1][C:2]1[CH:10]=[CH:9][C:5]([C:6]([N:11]2[CH2:15][CH2:14][CH2:13][CH2:12]2)=[O:7])=[CH:4][CH:3]=1, predict the reactants needed to synthesize it. The reactants are: [Br:1][C:2]1[CH:10]=[CH:9][C:5]([C:6](Cl)=[O:7])=[CH:4][CH:3]=1.[NH:11]1[CH2:15][CH2:14][CH2:13][CH2:12]1.C(N(CC)CC)C. (7) Given the product [CH2:11]([N:5]([CH2:4][C:3]1[CH:13]=[C:14]([C:17]([F:20])([F:19])[F:18])[CH:15]=[CH:16][C:2]=1[B:21]1[O:25][C:24]([CH3:27])([CH3:26])[C:23]([CH3:29])([CH3:28])[O:22]1)[C:6]([CH:8]1[CH2:10][CH2:9]1)=[O:7])[CH3:12], predict the reactants needed to synthesize it. The reactants are: Br[C:2]1[CH:16]=[CH:15][C:14]([C:17]([F:20])([F:19])[F:18])=[CH:13][C:3]=1[CH2:4][N:5]([CH2:11][CH3:12])[C:6]([CH:8]1[CH2:10][CH2:9]1)=[O:7].[B:21]1([B:21]2[O:25][C:24]([CH3:27])([CH3:26])[C:23]([CH3:29])([CH3:28])[O:22]2)[O:25][C:24]([CH3:27])([CH3:26])[C:23]([CH3:29])([CH3:28])[O:22]1.